Dataset: NCI-60 drug combinations with 297,098 pairs across 59 cell lines. Task: Regression. Given two drug SMILES strings and cell line genomic features, predict the synergy score measuring deviation from expected non-interaction effect. Drug 1: CCC1(CC2CC(C3=C(CCN(C2)C1)C4=CC=CC=C4N3)(C5=C(C=C6C(=C5)C78CCN9C7C(C=CC9)(C(C(C8N6C=O)(C(=O)OC)O)OC(=O)C)CC)OC)C(=O)OC)O.OS(=O)(=O)O. Drug 2: CC1C(C(CC(O1)OC2CC(OC(C2O)C)OC3=CC4=CC5=C(C(=O)C(C(C5)C(C(=O)C(C(C)O)O)OC)OC6CC(C(C(O6)C)O)OC7CC(C(C(O7)C)O)OC8CC(C(C(O8)C)O)(C)O)C(=C4C(=C3C)O)O)O)O. Cell line: SW-620. Synergy scores: CSS=36.2, Synergy_ZIP=3.41, Synergy_Bliss=0.488, Synergy_Loewe=-2.22, Synergy_HSA=-1.80.